Task: Predict the product of the given reaction.. Dataset: Forward reaction prediction with 1.9M reactions from USPTO patents (1976-2016) (1) Given the reactants C[O:2][C:3]([C:5]1[C:9]([NH:10][C:11](=[O:15])[CH:12](Cl)[F:13])=[CH:8][S:7][CH:6]=1)=[O:4].[Cl:16][C:17]1[CH:18]=[C:19]([OH:24])[CH:20]=[CH:21][C:22]=1[Cl:23], predict the reaction product. The product is: [Cl:16][C:17]1[CH:18]=[C:19]([CH:20]=[CH:21][C:22]=1[Cl:23])[O:24][CH:12]([F:13])[C:11]([NH:10][C:9]1[C:5]([C:3]([OH:2])=[O:4])=[CH:6][S:7][CH:8]=1)=[O:15]. (2) Given the reactants [OH:1][C:2]1[CH:3]=[C:4]2[C:9](=[CH:10][CH:11]=1)[C:8](=[O:12])[CH2:7][CH2:6][CH2:5]2.Cl[C:14]1[CH:22]=[CH:21][C:17]([C:18]([NH2:20])=[O:19])=[CH:16][N:15]=1.C([O-])([O-])=O.[K+].[K+], predict the reaction product. The product is: [O:12]=[C:8]1[CH2:7][CH2:6][CH2:5][C:4]2[CH:3]=[C:2]([O:1][C:14]3[CH:22]=[CH:21][C:17]([C:18]([NH2:20])=[O:19])=[CH:16][N:15]=3)[CH:11]=[CH:10][C:9]1=2. (3) Given the reactants [OH:1][C@H:2]1[CH2:7][CH2:6][N:5]([C:8]([O:10]C(C)(C)C)=O)[C@@H:4]([CH3:15])[CH2:3]1.F[C:17]1[CH:24]=[CH:23][C:22]([C:25]2[N:30]=[C:29]([NH:31][C:32]3[CH:37]=[CH:36][C:35]([N:38]4[CH2:43][CH2:42][N:41]([CH:44]5[CH2:47][O:46][CH2:45]5)[CH2:40][CH2:39]4)=[CH:34][CH:33]=3)[N:28]=[CH:27][N:26]=2)=[CH:21][C:18]=1[C:19]#[N:20].[OH:48][C@H:49](C)[C:50](O)=O, predict the reaction product. The product is: [OH:48][C@H:49]([CH3:50])[C:8]([N:5]1[CH2:6][CH2:7][C@H:2]([O:1][C:17]2[CH:24]=[CH:23][C:22]([C:25]3[N:30]=[C:29]([NH:31][C:32]4[CH:37]=[CH:36][C:35]([N:38]5[CH2:43][CH2:42][N:41]([CH:44]6[CH2:47][O:46][CH2:45]6)[CH2:40][CH2:39]5)=[CH:34][CH:33]=4)[N:28]=[CH:27][N:26]=3)=[CH:21][C:18]=2[C:19]#[N:20])[CH2:3][C@@H:4]1[CH3:15])=[O:10]. (4) Given the reactants [Br:1][C:2]1[CH:11]=[CH:10][C:9]2[N:8]=[CH:7][C:6]3[NH:12]C(=O)[N:14]=[C:15](C4C=CC(C(C)(C)C#N)=CC=4)[C:5]=3[C:4]=2[CH:3]=1.N1C=CC=C(B(O)[OH:35])C=1.C([O-])([O-])=O.[Na+].[Na+], predict the reaction product. The product is: [Br:1][C:2]1[CH:11]=[CH:10][C:9]2[NH:8][C:7](=[O:35])[C:6]3[NH:12][N:14]=[CH:15][C:5]=3[C:4]=2[CH:3]=1. (5) Given the reactants O=[C:2]1[C:7]([C:8]#[N:9])=[C:6]([N:10]2[CH2:14][CH2:13][CH2:12][CH2:11]2)[CH:5]=[C:4]([C:15]2[CH:20]=[CH:19][CH:18]=[CH:17][CH:16]=2)O1.[H-].[Na+].[CH2:23]1[CH2:27]O[CH2:25][CH2:24]1, predict the reaction product. The product is: [C:15]1([C:4]2[C:6]3[C:5]4[C:24](=[CH:23][CH:27]=[CH:15][CH:4]=4)[CH2:25][C:2]=3[C:7]([C:8]#[N:9])=[C:6]([N:10]3[CH2:14][CH2:13][CH2:12][CH2:11]3)[CH:5]=2)[CH:20]=[CH:19][CH:18]=[CH:17][CH:16]=1.